Task: Predict the reactants needed to synthesize the given product.. Dataset: Full USPTO retrosynthesis dataset with 1.9M reactions from patents (1976-2016) (1) Given the product [Cl:31][C:27]1[CH:26]=[C:25]2[C:16]3([CH2:20][CH2:19][N:18]([C:21]([O:23][CH3:24])=[O:22])[CH2:17]3)[CH2:15][N:14]([C:12](=[O:13])[NH:11][C:9]3[S:10][C:6]([S:5][CH2:4][CH2:3][CH2:2][NH:1][C:35]([CH:32]4[CH2:34][CH2:33]4)=[O:36])=[CH:7][N:8]=3)[C:30]2=[CH:29][CH:28]=1, predict the reactants needed to synthesize it. The reactants are: [NH2:1][CH2:2][CH2:3][CH2:4][S:5][C:6]1[S:10][C:9]([NH:11][C:12]([N:14]2[C:30]3[C:25](=[CH:26][C:27]([Cl:31])=[CH:28][CH:29]=3)[C:16]3([CH2:20][CH2:19][N:18]([C:21]([O:23][CH3:24])=[O:22])[CH2:17]3)[CH2:15]2)=[O:13])=[N:8][CH:7]=1.[CH:32]1([C:35](Cl)=[O:36])[CH2:34][CH2:33]1. (2) Given the product [NH2:25][C:2]1[CH:3]=[C:4]([CH2:8][CH2:9][NH:10][C:11](=[O:17])[O:12][C:13]([CH3:16])([CH3:15])[CH3:14])[CH:5]=[N:6][CH:7]=1, predict the reactants needed to synthesize it. The reactants are: Br[C:2]1[CH:3]=[C:4]([CH2:8][CH2:9][NH:10][C:11](=[O:17])[O:12][C:13]([CH3:16])([CH3:15])[CH3:14])[CH:5]=[N:6][CH:7]=1.C1(C(C2C=CC=CC=2)=[NH:25])C=CC=CC=1.C([O-])([O-])=O.[Cs+].[Cs+].C(O[Na])(C)=O.NO.Cl. (3) Given the product [Br:20][C:11]1[CH:12]=[CH:13][C:14]([CH3:19])=[C:15]([CH:18]=1)[C:16]#[N:17], predict the reactants needed to synthesize it. The reactants are: S(=O)(=O)(O)O.N([O-])=O.[Na+].N[C:11]1[CH:12]=[CH:13][C:14]([CH3:19])=[C:15]([CH:18]=1)[C:16]#[N:17].[BrH:20].